From a dataset of Forward reaction prediction with 1.9M reactions from USPTO patents (1976-2016). Predict the product of the given reaction. Given the reactants [F:1][C:2]1[CH:7]=[CH:6][C:5]([CH:8]([CH2:12][C:13]2[CH:18]=[CH:17][C:16]([F:19])=[CH:15][CH:14]=2)[C:9]([OH:11])=O)=[CH:4][CH:3]=1.[NH2:20][C:21]1[O:22][C:23]2[CH:29]=[CH:28][CH:27]=[CH:26][C:24]=2[N:25]=1.CCN=C=NCCCN(C)C.Cl.Cl, predict the reaction product. The product is: [O:22]1[C:23]2[CH:29]=[CH:28][CH:27]=[CH:26][C:24]=2[N:25]=[C:21]1[NH:20][C:9](=[O:11])[CH:8]([C:5]1[CH:4]=[CH:3][C:2]([F:1])=[CH:7][CH:6]=1)[CH2:12][C:13]1[CH:18]=[CH:17][C:16]([F:19])=[CH:15][CH:14]=1.